From a dataset of Peptide-MHC class I binding affinity with 185,985 pairs from IEDB/IMGT. Regression. Given a peptide amino acid sequence and an MHC pseudo amino acid sequence, predict their binding affinity value. This is MHC class I binding data. (1) The peptide sequence is AEIDRSFKP. The MHC is HLA-A30:01 with pseudo-sequence HLA-A30:01. The binding affinity (normalized) is 0.0847. (2) The peptide sequence is QMRAVGQPL. The MHC is HLA-A02:01 with pseudo-sequence HLA-A02:01. The binding affinity (normalized) is 0.272.